This data is from Full USPTO retrosynthesis dataset with 1.9M reactions from patents (1976-2016). The task is: Predict the reactants needed to synthesize the given product. Given the product [OH:26][CH:22]1[CH2:23][CH2:24][CH2:25][N:20]([S:17]([C:4]2[S:3][CH:2]=[C:6]([C:7]3[S:11][C:10]([NH:12][C:13](=[O:15])[CH3:14])=[N:9][C:8]=3[CH3:16])[CH:5]=2)(=[O:19])=[O:18])[CH2:21]1, predict the reactants needed to synthesize it. The reactants are: Br[C:2]1[S:3][C:4]([S:17]([N:20]2[CH2:25][CH2:24][CH2:23][CH:22]([OH:26])[CH2:21]2)(=[O:19])=[O:18])=[CH:5][C:6]=1[C:7]1[S:11][C:10]([NH:12][C:13](=[O:15])[CH3:14])=[N:9][C:8]=1[CH3:16].C([Li])CCC.